Dataset: Forward reaction prediction with 1.9M reactions from USPTO patents (1976-2016). Task: Predict the product of the given reaction. Given the reactants [NH:1]([C:7]([O:9][C:10]([CH3:13])([CH3:12])[CH3:11])=[O:8])[C@H:2]([C:4]([OH:6])=O)[CH3:3].CN(C(ON1N=NC2C=CC=NC1=2)=[N+](C)C)C.F[P-](F)(F)(F)(F)F.C(N(CC)CC)C.[N:45]1[CH:50]=[CH:49][CH:48]=[CH:47][C:46]=1[C:51]1([NH2:54])[CH2:53][CH2:52]1, predict the reaction product. The product is: [C:10]([O:9][C:7](=[O:8])[NH:1][C@H:2]([C:4](=[O:6])[NH:54][C:51]1([C:46]2[CH:47]=[CH:48][CH:49]=[CH:50][N:45]=2)[CH2:53][CH2:52]1)[CH3:3])([CH3:13])([CH3:12])[CH3:11].